From a dataset of Full USPTO retrosynthesis dataset with 1.9M reactions from patents (1976-2016). Predict the reactants needed to synthesize the given product. Given the product [CH:6]([OH:7])=[O:5].[C:1]([O:5][C:6]([NH:8][CH2:9][C@H:10]1[CH2:15][CH2:14][C@H:13]([C:16]([NH:18][C@H:19]([C:37](=[O:50])[NH:38][C:39]2[CH:40]=[CH:41][C:42]([C:45]3[NH:49][N:48]=[N:47][N:46]=3)=[CH:43][CH:44]=2)[CH2:20][C:21]2[CH:22]=[CH:23][C:24]([C:27]3[C:28]([CH3:36])=[CH:29][C:30]([C:33]([NH:51][CH:52]4[CH2:53][CH:54]5[N:60]([C:61]([O:63][C:64]([CH3:67])([CH3:66])[CH3:65])=[O:62])[CH:58]([CH2:57][O:56][CH2:55]5)[CH2:59]4)=[O:34])=[N:31][CH:32]=3)=[CH:25][CH:26]=2)=[O:17])[CH2:12][CH2:11]1)=[O:7])([CH3:4])([CH3:2])[CH3:3], predict the reactants needed to synthesize it. The reactants are: [C:1]([O:5][C:6]([NH:8][CH2:9][C@H:10]1[CH2:15][CH2:14][C@H:13]([C:16]([NH:18][C@H:19]([C:37](=[O:50])[NH:38][C:39]2[CH:44]=[CH:43][C:42]([C:45]3[NH:49][N:48]=[N:47][N:46]=3)=[CH:41][CH:40]=2)[CH2:20][C:21]2[CH:26]=[CH:25][C:24]([C:27]3[C:28]([CH3:36])=[CH:29][C:30]([C:33](O)=[O:34])=[N:31][CH:32]=3)=[CH:23][CH:22]=2)=[O:17])[CH2:12][CH2:11]1)=[O:7])([CH3:4])([CH3:3])[CH3:2].[NH2:51][CH:52]1[CH2:59][CH:58]2[N:60]([C:61]([O:63][C:64]([CH3:67])([CH3:66])[CH3:65])=[O:62])[CH:54]([CH2:55][O:56][CH2:57]2)[CH2:53]1.C(N(CC)C(C)C)(C)C.F[P-](F)(F)(F)(F)F.CN(C(ON1C2=NC=CC=C2N=N1)=[N+](C)C)C.